This data is from Full USPTO retrosynthesis dataset with 1.9M reactions from patents (1976-2016). The task is: Predict the reactants needed to synthesize the given product. (1) Given the product [CH2:3]([N:10]1[CH2:15][CH2:14][N:13]2[N:16]=[C:17]([CH2:19][OH:20])[CH:18]=[C:12]2[C:11]1=[O:24])[C:4]1[CH:5]=[CH:6][CH:7]=[CH:8][CH:9]=1, predict the reactants needed to synthesize it. The reactants are: [BH4-].[Na+].[CH2:3]([N:10]1[CH2:15][CH2:14][N:13]2[N:16]=[C:17]([C:19](OCC)=[O:20])[CH:18]=[C:12]2[C:11]1=[O:24])[C:4]1[CH:9]=[CH:8][CH:7]=[CH:6][CH:5]=1.CO.Cl. (2) Given the product [F:1][C:2]1[CH:10]=[CH:9][C:8]([CH:11]2[CH2:16][CH2:15][NH:14][CH2:13][CH2:12]2)=[CH:7][C:3]=1[C:4]#[N:6], predict the reactants needed to synthesize it. The reactants are: [F:1][C:2]1[CH:10]=[CH:9][C:8]([CH:11]2[CH2:16][CH2:15][NH:14][CH2:13][CH2:12]2)=[CH:7][C:3]=1[C:4]([NH2:6])=O.P(Cl)(Cl)(Cl)=O.C(=O)([O-])[O-].[Na+].[Na+].C(OCC)(=O)C. (3) Given the product [C:33]([NH:1][C@H:2]([C:4]1[N:8]2[CH:9]=[CH:10][N:11]=[C:12]([CH3:13])[C:7]2=[C:6]([C:14]2[CH:15]=[CH:16][C:17]([C:18]([NH:20][C:21]3[CH:26]=[C:25]([C:27]([F:29])([F:30])[F:28])[CH:24]=[CH:23][N:22]=3)=[O:19])=[CH:31][CH:32]=2)[N:5]=1)[CH3:3])(=[O:37])[C:34]#[C:35][CH3:36], predict the reactants needed to synthesize it. The reactants are: [NH2:1][C@H:2]([C:4]1[N:8]2[CH:9]=[CH:10][N:11]=[C:12]([CH3:13])[C:7]2=[C:6]([C:14]2[CH:32]=[CH:31][C:17]([C:18]([NH:20][C:21]3[CH:26]=[C:25]([C:27]([F:30])([F:29])[F:28])[CH:24]=[CH:23][N:22]=3)=[O:19])=[CH:16][CH:15]=2)[N:5]=1)[CH3:3].[C:33](O)(=[O:37])[C:34]#[C:35][CH3:36]. (4) Given the product [O:1]=[C:2]1[C:7]([CH2:8][C:9]2[CH:10]=[CH:11][C:12]([C:15]3[C:16]([C:21]#[N:22])=[CH:17][CH:18]=[CH:19][CH:20]=3)=[CH:13][CH:14]=2)=[C:6]([CH2:23][CH2:24][CH3:25])[N:5]2[N:26]=[CH:27][N:28]=[C:4]2[N:3]1[C@H:29]1[CH2:34][CH2:33][C@H:32]([NH:42][CH:39]2[CH2:40][CH2:41][O:36][CH2:37][CH2:38]2)[CH2:31][CH2:30]1, predict the reactants needed to synthesize it. The reactants are: [O:1]=[C:2]1[C:7]([CH2:8][C:9]2[CH:14]=[CH:13][C:12]([C:15]3[C:16]([C:21]#[N:22])=[CH:17][CH:18]=[CH:19][CH:20]=3)=[CH:11][CH:10]=2)=[C:6]([CH2:23][CH2:24][CH3:25])[N:5]2[N:26]=[CH:27][N:28]=[C:4]2[N:3]1[CH:29]1[CH2:34][CH2:33][C:32](=O)[CH2:31][CH2:30]1.[O:36]1[CH2:41][CH2:40][CH:39]([NH2:42])[CH2:38][CH2:37]1.C(O[BH-](OC(=O)C)OC(=O)C)(=O)C.[Na+].O. (5) The reactants are: [CH:1]12[CH2:10]C3CC(CC(C3)[CH:2]1OCC1C(Cl)=CC(C(NS(C)(=O)=O)=O)=C(F)C=1)C2.Cl[C:29]1[C:30]([O:43][CH2:44][C:45]2([F:55])[CH:52]3[CH2:53][CH:48]4[CH2:49][CH:50]([CH2:54][CH:46]2[CH2:47]4)[CH2:51]3)=[CH:31][C:32]([F:42])=[C:33]([CH:41]=1)[C:34]([NH:36][S:37]([CH3:40])(=[O:39])=[O:38])=[O:35]. Given the product [CH:10]1([C:29]2[C:30]([O:43][CH2:44][C:45]3([F:55])[CH:52]4[CH2:51][CH:50]5[CH2:49][CH:48]([CH2:47][CH:46]3[CH2:54]5)[CH2:53]4)=[CH:31][C:32]([F:42])=[C:33]([CH:41]=2)[C:34]([NH:36][S:37]([CH3:40])(=[O:39])=[O:38])=[O:35])[CH2:1][CH2:2]1, predict the reactants needed to synthesize it. (6) Given the product [NH2:11][C:10]1[CH:9]=[CH:8][C:4]([C:5]([O:7][CH3:17])=[O:6])=[CH:3][C:2]=1[NH:1][C:13]([NH:12][CH3:15])=[S:14], predict the reactants needed to synthesize it. The reactants are: [NH2:1][C:2]1[CH:3]=[C:4]([CH:8]=[CH:9][C:10]=1[NH2:11])[C:5]([OH:7])=[O:6].[N:12]([CH3:15])=[C:13]=[S:14].O1CCC[CH2:17]1. (7) Given the product [CH3:26][C:23]([CH3:25])([CH3:24])[C:22](=[O:27])[CH2:21][O:20][C:19]1[CH:28]=[CH:29][C:16]([C:3]([C:6]2[S:10][C:9]3[CH:11]=[CH:12][C:13]([O:15][S:41]([C:40]([F:53])([F:52])[F:39])(=[O:43])=[O:42])=[CH:14][C:8]=3[CH:7]=2)([CH2:4][CH3:5])[CH2:1][CH3:2])=[CH:17][C:18]=1[CH3:30], predict the reactants needed to synthesize it. The reactants are: [CH2:1]([C:3]([C:16]1[CH:29]=[CH:28][C:19]([O:20][CH2:21][C:22](=[O:27])[C:23]([CH3:26])([CH3:25])[CH3:24])=[C:18]([CH3:30])[CH:17]=1)([C:6]1[S:10][C:9]2[CH:11]=[CH:12][C:13]([OH:15])=[CH:14][C:8]=2[CH:7]=1)[CH2:4][CH3:5])[CH3:2].N1C(C)=CC=CC=1C.[F:39][C:40]([F:53])([F:52])[S:41](O[S:41]([C:40]([F:53])([F:52])[F:39])(=[O:43])=[O:42])(=[O:43])=[O:42]. (8) Given the product [NH2:34][C:32]1[N:31]2[N:35]=[CH:36][CH:37]=[C:30]2[N:29]=[C:28]([CH:24]2[CH2:25][CH2:26][CH2:27][C:22](=[O:21])[CH2:23]2)[CH:33]=1, predict the reactants needed to synthesize it. The reactants are: NC1N2N=CC=C2N=C(C2CCC(=O)CC2)C=1.O1[C:22]2([CH2:27][CH2:26][CH2:25][CH:24]([C:28]3[CH:33]=[C:32]([NH2:34])[N:31]4[N:35]=[CH:36][CH:37]=[C:30]4[N:29]=3)[CH2:23]2)[O:21]CC1.O1C2(CCC(C3C=C(N)N4N=CC=C4N=3)CC2)OCC1. (9) Given the product [OH:45][CH2:44][CH2:43][N:42]([CH3:41])[C:25]([NH:24][C:21]1[CH:20]=[CH:19][C:18]([C:8]2[N:7]=[C:6]([CH2:5][S:2]([CH3:1])(=[O:4])=[O:3])[CH:11]=[C:10]([N:12]3[CH2:17][CH2:16][O:15][CH2:14][CH2:13]3)[N:9]=2)=[CH:23][CH:22]=1)=[O:33], predict the reactants needed to synthesize it. The reactants are: [CH3:1][S:2]([CH2:5][C:6]1[CH:11]=[C:10]([N:12]2[CH2:17][CH2:16][O:15][CH2:14][CH2:13]2)[N:9]=[C:8]([C:18]2[CH:23]=[CH:22][C:21]([NH:24][C:25](=[O:33])OC3C=CC=CC=3)=[CH:20][CH:19]=2)[N:7]=1)(=[O:4])=[O:3].C(N(CC)CC)C.[CH3:41][NH:42][CH2:43][CH2:44][OH:45]. (10) The reactants are: C1(C2C(C(N3C(=O)C4C(=CC=CC=4)C3=O)C)=NC3C(C=2OC)=CC(F)=CC=3)CC1.NN.[CH:32]1([C:35]2[C:36]([CH:48]([NH2:50])[CH3:49])=[N:37][C:38]3[C:43]([C:44]=2[O:45][CH3:46])=[CH:42][C:41]([F:47])=[CH:40][CH:39]=3)[CH2:34][CH2:33]1.[NH2:51][C:52]1[C:57]([C:58]#[N:59])=[C:56](Cl)[N:55]=[CH:54][N:53]=1.CCN(C(C)C)C(C)C. Given the product [NH2:51][C:52]1[C:57]([C:58]#[N:59])=[C:56]([NH:50][CH:48]([C:36]2[C:35]([CH:32]3[CH2:33][CH2:34]3)=[C:44]([O:45][CH3:46])[C:43]3[C:38](=[CH:39][CH:40]=[C:41]([F:47])[CH:42]=3)[N:37]=2)[CH3:49])[N:55]=[CH:54][N:53]=1, predict the reactants needed to synthesize it.